This data is from Full USPTO retrosynthesis dataset with 1.9M reactions from patents (1976-2016). The task is: Predict the reactants needed to synthesize the given product. (1) Given the product [CH:22]1([C:19]2[CH:20]=[CH:21][C:16]([N:13]3[CH2:14][CH2:15][N:10]([C:8]([C:5]4[CH:6]=[CH:7][C:2]([N:28]5[C@H:27]([CH3:26])[CH2:31][O:30][C:29]5=[O:32])=[CH:3][C:4]=4[F:25])=[O:9])[CH2:11][CH2:12]3)=[N:17][CH:18]=2)[CH2:24][CH2:23]1, predict the reactants needed to synthesize it. The reactants are: Br[C:2]1[CH:7]=[CH:6][C:5]([C:8]([N:10]2[CH2:15][CH2:14][N:13]([C:16]3[CH:21]=[CH:20][C:19]([CH:22]4[CH2:24][CH2:23]4)=[CH:18][N:17]=3)[CH2:12][CH2:11]2)=[O:9])=[C:4]([F:25])[CH:3]=1.[CH3:26][C@@H:27]1[CH2:31][O:30][C:29](=[O:32])[NH:28]1. (2) Given the product [CH3:13][O:12][C:10]([C:7]1[N:6]=[CH:5][C:4]2[N:3]=[CH:2][NH:1][C:9]=2[CH:8]=1)=[O:11], predict the reactants needed to synthesize it. The reactants are: [NH:1]1[C:9]2[CH2:8][C@@H:7]([C:10]([O:12][CH3:13])=[O:11])[NH:6][CH2:5][C:4]=2[N:3]=[CH:2]1.CO. (3) Given the product [C:15]1([N:13]2[CH:14]=[C:10]([C:8]([C:3]3[CH:4]=[CH:5][CH:6]=[CH:7][C:2]=3[O:1][CH2:22][C:23]([O:25][CH2:26][CH3:27])=[O:24])=[O:9])[CH:11]=[N:12]2)[CH:20]=[CH:19][CH:18]=[CH:17][CH:16]=1, predict the reactants needed to synthesize it. The reactants are: [OH:1][C:2]1[CH:7]=[CH:6][CH:5]=[CH:4][C:3]=1[C:8]([C:10]1[CH:11]=[N:12][N:13]([C:15]2[CH:20]=[CH:19][CH:18]=[CH:17][CH:16]=2)[CH:14]=1)=[O:9].Br[CH2:22][C:23]([O:25][CH2:26][CH3:27])=[O:24]. (4) Given the product [Cl:1][C:2]1[CH:10]=[CH:9][C:5]([C:6]([NH:42][C@@H:35]([C:36]2[CH:37]=[CH:38][CH:39]=[CH:40][CH:41]=2)[CH2:34][CH2:33][NH:32][C:31](=[O:43])[O:30][C:26]([CH3:29])([CH3:28])[CH3:27])=[O:8])=[CH:4][C:3]=1[NH:11][C:12]([C:14]1[C:24](=[O:25])[NH:23][C:17]2[N:18]=[C:19]([CH3:22])[N:20]=[CH:21][C:16]=2[CH:15]=1)=[O:13], predict the reactants needed to synthesize it. The reactants are: [Cl:1][C:2]1[CH:10]=[CH:9][C:5]([C:6]([OH:8])=O)=[CH:4][C:3]=1[NH:11][C:12]([C:14]1[C:24](=[O:25])[NH:23][C:17]2[N:18]=[C:19]([CH3:22])[N:20]=[CH:21][C:16]=2[CH:15]=1)=[O:13].[C:26]([O:30][C:31](=[O:43])[NH:32][CH2:33][CH2:34][C@@H:35]([NH2:42])[C:36]1[CH:41]=[CH:40][CH:39]=[CH:38][CH:37]=1)([CH3:29])([CH3:28])[CH3:27].C(N(CC)CC)C.CN(C(ON1N=NC2C=CC=NC1=2)=[N+](C)C)C.F[P-](F)(F)(F)(F)F. (5) The reactants are: [NH2:1][C:2]1[CH:34]=[CH:33][C:5]([C:6]([NH:8][C:9]2([CH3:32])[CH2:14][CH2:13][CH2:12][CH:11]([NH:15][C:16]3[N:21]=[C:20]([C:22]4[C:30]5[C:25](=[CH:26][CH:27]=[CH:28][CH:29]=5)[NH:24][CH:23]=4)[C:19]([Cl:31])=[CH:18][N:17]=3)[CH2:10]2)=[O:7])=[CH:4][CH:3]=1.C[CH2:36][N:37]([CH:41]([CH3:43])C)[CH:38](C)C.BrC/C=[CH:47]/[C:48](Cl)=[O:49].C(Cl)Cl.CNC. Given the product [Cl:31][C:19]1[C:20]([C:22]2[C:30]3[C:25](=[CH:26][CH:27]=[CH:28][CH:29]=3)[NH:24][CH:23]=2)=[N:21][C:16]([NH:15][CH:11]2[CH2:12][CH2:13][CH2:14][C:9]([NH:8][C:6](=[O:7])[C:5]3[CH:33]=[CH:34][C:2]([NH:1][C:48](=[O:49])/[CH:47]=[CH:43]/[CH2:41][N:37]([CH3:36])[CH3:38])=[CH:3][CH:4]=3)([CH3:32])[CH2:10]2)=[N:17][CH:18]=1, predict the reactants needed to synthesize it. (6) Given the product [CH2:1]([N:8]([C@@H:9]([CH:11]1[CH2:12][CH2:13][CH2:14]1)[CH3:10])[C:17](=[O:18])[CH2:16][Br:15])[C:2]1[CH:7]=[CH:6][CH:5]=[CH:4][CH:3]=1, predict the reactants needed to synthesize it. The reactants are: [CH2:1]([NH:8][C@@H:9]([CH:11]1[CH2:14][CH2:13][CH2:12]1)[CH3:10])[C:2]1[CH:7]=[CH:6][CH:5]=[CH:4][CH:3]=1.[Br:15][CH2:16][C:17](Br)=[O:18]. (7) The reactants are: [Cl:1][C:2]1[C:7]([NH2:8])=[CH:6][N:5]=[CH:4][N:3]=1.C1COCC1.[C:14]1(=O)[O:19][C:17](=[O:18])[C:16]2=[CH:20][CH:21]=[CH:22][CH:23]=[C:15]12. Given the product [Cl:1][C:2]1[C:7]([N:8]2[C:17](=[O:18])[C:16]3[C:15](=[CH:23][CH:22]=[CH:21][CH:20]=3)[C:14]2=[O:19])=[CH:6][N:5]=[CH:4][N:3]=1, predict the reactants needed to synthesize it.